This data is from NCI-60 drug combinations with 297,098 pairs across 59 cell lines. The task is: Regression. Given two drug SMILES strings and cell line genomic features, predict the synergy score measuring deviation from expected non-interaction effect. (1) Drug 1: C1=NC2=C(N1)C(=S)N=C(N2)N. Drug 2: C(CN)CNCCSP(=O)(O)O. Cell line: SK-OV-3. Synergy scores: CSS=34.9, Synergy_ZIP=-8.10, Synergy_Bliss=-3.51, Synergy_Loewe=-47.1, Synergy_HSA=-3.59. (2) Drug 1: CC12CCC(CC1=CCC3C2CCC4(C3CC=C4C5=CN=CC=C5)C)O. Drug 2: CS(=O)(=O)CCNCC1=CC=C(O1)C2=CC3=C(C=C2)N=CN=C3NC4=CC(=C(C=C4)OCC5=CC(=CC=C5)F)Cl. Cell line: A498. Synergy scores: CSS=1.88, Synergy_ZIP=0.655, Synergy_Bliss=1.08, Synergy_Loewe=-7.42, Synergy_HSA=-1.89. (3) Drug 1: C1=CC(=CC=C1CCC2=CNC3=C2C(=O)NC(=N3)N)C(=O)NC(CCC(=O)O)C(=O)O. Drug 2: CC1CCC2CC(C(=CC=CC=CC(CC(C(=O)C(C(C(=CC(C(=O)CC(OC(=O)C3CCCCN3C(=O)C(=O)C1(O2)O)C(C)CC4CCC(C(C4)OC)OCCO)C)C)O)OC)C)C)C)OC. Cell line: NCI-H322M. Synergy scores: CSS=33.6, Synergy_ZIP=14.0, Synergy_Bliss=13.8, Synergy_Loewe=14.6, Synergy_HSA=15.8. (4) Drug 1: C1CNP(=O)(OC1)N(CCCl)CCCl. Drug 2: CNC(=O)C1=NC=CC(=C1)OC2=CC=C(C=C2)NC(=O)NC3=CC(=C(C=C3)Cl)C(F)(F)F. Cell line: NCI-H460. Synergy scores: CSS=49.1, Synergy_ZIP=3.16, Synergy_Bliss=3.14, Synergy_Loewe=-12.4, Synergy_HSA=4.13.